Task: Predict the reactants needed to synthesize the given product.. Dataset: Full USPTO retrosynthesis dataset with 1.9M reactions from patents (1976-2016) (1) Given the product [CH3:28][C:23]1[CH:22]=[C:21]([C:17]2[O:18][C:19]([CH3:20])=[C:15]([CH2:14][O:13][C:10]3[CH:11]=[CH:12][C:7]([CH2:6][CH:5]([O:30][CH2:31][CH3:32])[C:4]([OH:33])=[O:3])=[C:8]([CH3:29])[CH:9]=3)[N:16]=2)[CH:26]=[C:25]([CH3:27])[CH:24]=1, predict the reactants needed to synthesize it. The reactants are: C([O:3][C:4](=[O:33])[CH:5]([O:30][CH2:31][CH3:32])[CH2:6][C:7]1[CH:12]=[CH:11][C:10]([O:13][CH2:14][C:15]2[N:16]=[C:17]([C:21]3[CH:26]=[C:25]([CH3:27])[CH:24]=[C:23]([CH3:28])[CH:22]=3)[O:18][C:19]=2[CH3:20])=[CH:9][C:8]=1[CH3:29])C.[Li+].[OH-]. (2) Given the product [CH3:1][C:2]1[C:3]([CH2:9][O:10][CH3:18])=[C:4]([NH2:8])[CH:5]=[CH:6][CH:7]=1, predict the reactants needed to synthesize it. The reactants are: [CH3:1][C:2]1[C:3]([CH2:9][OH:10])=[C:4]([NH2:8])[CH:5]=[CH:6][CH:7]=1.S(=O)(=O)(O)O.[OH-].[Na+].[CH3:18]O.